From a dataset of Catalyst prediction with 721,799 reactions and 888 catalyst types from USPTO. Predict which catalyst facilitates the given reaction. (1) Reactant: [C:1]1(=[O:8])[CH2:6][CH2:5][CH2:4][C:3](=[O:7])[CH2:2]1.[Br:9]Br. Product: [Br:9][CH:2]1[C:3](=[O:7])[CH2:4][CH2:5][CH2:6][C:1]1=[O:8]. The catalyst class is: 2. (2) Reactant: [CH2:1]([O:3][C:4](=[O:21])[CH2:5][C@H:6]1[C:14]2[C:9](=[CH:10][C:11]([S:15][C:16](N(C)C)=O)=[CH:12][CH:13]=2)[CH2:8][CH2:7]1)[CH3:2].[O-:22][CH2:23][CH3:24].[Na+].BrCCC[C:30]1[CH:35]=[CH:34][C:33]([C:36]2[S:37][C:38]3[CH2:44][CH2:43][CH2:42][O:41][C:39]=3[N:40]=2)=[CH:32][C:31]=1[CH2:45][CH2:46][CH3:47].Cl. Product: [CH2:1]([O:3][C:4](=[O:21])[CH2:5][C@H:6]1[C:14]2[C:9](=[CH:10][C:11]([S:15][CH2:16][CH2:24][CH2:23][O:22][C:30]3[CH:35]=[CH:34][C:33]([C:36]4[S:37][C:38]5[CH2:44][CH2:43][CH2:42][O:41][C:39]=5[N:40]=4)=[CH:32][C:31]=3[CH2:45][CH2:46][CH3:47])=[CH:12][CH:13]=2)[CH2:8][CH2:7]1)[CH3:2]. The catalyst class is: 163. (3) The catalyst class is: 4. Product: [CH3:13][Si:14]([CH3:29])([CH3:28])[CH2:15][CH2:16][O:17][C:18]([NH:2][CH2:3][CH2:4][CH2:5][CH2:6][CH2:7][CH2:8][C:9]([O:11][CH3:12])=[O:10])=[O:19]. Reactant: Cl.[NH2:2][CH2:3][CH2:4][CH2:5][CH2:6][CH2:7][CH2:8][C:9]([O:11][CH3:12])=[O:10].[CH3:13][Si:14]([CH3:29])([CH3:28])[CH2:15][CH2:16][O:17][C:18](ON1C(=O)CCC1=O)=[O:19].C(N(CC)CC)C. (4) Reactant: [Br:1][C:2]1[CH:3]=[C:4]([N+:9]([O-:11])=[O:10])[C:5](Cl)=[N:6][CH:7]=1.N12[CH2:22][CH2:21]CN=C1CCCCC2.[OH2:23]. Product: [Br:1][C:2]1[CH:3]=[C:4]([N+:9]([O-:11])=[O:10])[C:5]([O:23][CH2:21][CH3:22])=[N:6][CH:7]=1. The catalyst class is: 8. (5) Reactant: [NH2:1][C:2]1[CH:3]=[C:4]([CH:7]=[CH:8][C:9]=1[N:10]1[C:14]2=[N:15][CH:16]=[CH:17][C:18]([I:19])=[C:13]2[C:12]([C:20]([F:23])([F:22])[F:21])=[N:11]1)[C:5]#[N:6].I[CH2:25][CH3:26].[H-].[Na+].O. Product: [CH2:25]([NH:1][C:2]1[CH:3]=[C:4]([CH:7]=[CH:8][C:9]=1[N:10]1[C:14]2=[N:15][CH:16]=[CH:17][C:18]([I:19])=[C:13]2[C:12]([C:20]([F:23])([F:22])[F:21])=[N:11]1)[C:5]#[N:6])[CH3:26]. The catalyst class is: 3. (6) Reactant: [Br:1][C:2]1[CH:3]=[C:4]([C:9]([NH:11][C:12]2[C:13]([Cl:19])=[N:14][C:15]([CH3:18])=[CH:16][CH:17]=2)=[O:10])[C:5](Cl)=[N:6][CH:7]=1.[CH2:20]([NH2:22])[CH3:21].O. Product: [Br:1][C:2]1[CH:3]=[C:4]([C:9]([NH:11][C:12]2[C:13]([Cl:19])=[N:14][C:15]([CH3:18])=[CH:16][CH:17]=2)=[O:10])[C:5]([NH:22][CH2:20][CH3:21])=[N:6][CH:7]=1. The catalyst class is: 1. (7) Reactant: [CH3:1][O:2][C:3]1[CH:29]=[C:28]([O:30][CH3:31])[CH:27]=[CH:26][C:4]=1[CH2:5][N:6]1[C:9](=[O:10])[C@@H:8]([NH:11][C:12](=[O:21])[O:13][CH2:14][C:15]2[CH:20]=[CH:19][CH:18]=[CH:17][CH:16]=2)[C@H:7]1/[CH:22]=[CH:23]/[O:24]C.[H-].[Na+].[CH3:34][O:35][C:36]1[CH:43]=[CH:42][C:39]([CH2:40]Cl)=[CH:38][CH:37]=1. Product: [CH3:1][O:2][C:3]1[CH:29]=[C:28]([O:30][CH3:31])[CH:27]=[CH:26][C:4]=1[CH2:5][N:6]1[C@H:7]([CH2:22][CH:23]=[O:24])[C@H:8]([N:11]([CH2:40][C:39]2[CH:42]=[CH:43][C:36]([O:35][CH3:34])=[CH:37][CH:38]=2)[C:12](=[O:21])[O:13][CH2:14][C:15]2[CH:20]=[CH:19][CH:18]=[CH:17][CH:16]=2)[C:9]1=[O:10]. The catalyst class is: 3.